This data is from Full USPTO retrosynthesis dataset with 1.9M reactions from patents (1976-2016). The task is: Predict the reactants needed to synthesize the given product. (1) The reactants are: [CH2:1]([N:3]([CH2:16][CH3:17])[C:4](=[O:15])[C:5]1[CH:10]=[CH:9][C:8](F)=[C:7]([N+:12]([O-:14])=[O:13])[CH:6]=1)[CH3:2].[N:18]1([CH2:24][CH2:25][NH2:26])[CH2:23][CH2:22][O:21][CH2:20][CH2:19]1. Given the product [CH2:1]([N:3]([CH2:16][CH3:17])[C:4](=[O:15])[C:5]1[CH:10]=[CH:9][C:8]([NH:26][CH2:25][CH2:24][N:18]2[CH2:23][CH2:22][O:21][CH2:20][CH2:19]2)=[C:7]([N+:12]([O-:14])=[O:13])[CH:6]=1)[CH3:2], predict the reactants needed to synthesize it. (2) Given the product [F:13][C:2]([F:1])([F:12])[C:3]1[C:11]2[CH2:10][CH2:9][CH2:8][CH2:7][C:6]=2[N:5]([CH2:26][CH2:27][CH2:28][CH2:29][C:30]([O:32][CH3:33])=[O:31])[N:4]=1, predict the reactants needed to synthesize it. The reactants are: [F:1][C:2]([F:13])([F:12])[C:3]1[C:11]2[CH2:10][CH2:9][CH2:8][CH2:7][C:6]=2[NH:5][N:4]=1.CC(C)([O-])C.[K+].CN(C=O)C.Br[CH2:26][CH2:27][CH2:28][CH2:29][C:30]([O:32][CH3:33])=[O:31].